This data is from Full USPTO retrosynthesis dataset with 1.9M reactions from patents (1976-2016). The task is: Predict the reactants needed to synthesize the given product. (1) Given the product [OH:8][C:5]1[CH:6]=[CH:7][C:2]([N:1]2[C:12](=[O:13])[CH:11]=[CH:10][C:9]2=[O:14])=[CH:3][CH:4]=1, predict the reactants needed to synthesize it. The reactants are: [NH2:1][C:2]1[CH:7]=[CH:6][C:5]([OH:8])=[CH:4][CH:3]=1.[C:9]1(=O)[O:14][C:12](=[O:13])[CH:11]=[CH:10]1. (2) Given the product [CH2:25]([O:27][C:28]1[CH:29]=[C:30]([CH:33]=[C:34]([O:41][CH2:42][CH3:43])[C:35]=1[N:36]1[CH:40]=[CH:39][CH:38]=[CH:37]1)[CH2:31][N:2]1[CH2:7][CH2:6][CH:5]([NH:8][C:9]2[O:10][C:11]3[CH:17]=[CH:16][C:15]([O:18][CH2:19][C:20]4[NH:24][N:23]=[N:22][N:21]=4)=[CH:14][C:12]=3[N:13]=2)[CH2:4][CH2:3]1)[CH3:26], predict the reactants needed to synthesize it. The reactants are: Cl.[NH:2]1[CH2:7][CH2:6][CH:5]([NH:8][C:9]2[O:10][C:11]3[CH:17]=[CH:16][C:15]([O:18][CH2:19][C:20]4[NH:24][N:23]=[N:22][N:21]=4)=[CH:14][C:12]=3[N:13]=2)[CH2:4][CH2:3]1.[CH2:25]([O:27][C:28]1[CH:29]=[C:30]([CH:33]=[C:34]([O:41][CH2:42][CH3:43])[C:35]=1[N:36]1[CH:40]=[CH:39][CH:38]=[CH:37]1)[CH:31]=O)[CH3:26].C([BH3-])#N.[Na+].C(N(C(C)C)C(C)C)C.